Dataset: Full USPTO retrosynthesis dataset with 1.9M reactions from patents (1976-2016). Task: Predict the reactants needed to synthesize the given product. (1) Given the product [C:14]([O:13][C:11]([N:2]1[NH:3][CH2:4][C:5]2[C:10](=[CH:9][CH:8]=[CH:7][CH:6]=2)[CH2:1]1)=[O:12])([CH3:17])([CH3:16])[CH3:15], predict the reactants needed to synthesize it. The reactants are: [CH2:1]1[C:10]2[C:5](=[CH:6][CH:7]=[CH:8][CH:9]=2)[CH2:4][NH:3][NH:2]1.[C:11](O[C:11]([O:13][C:14]([CH3:17])([CH3:16])[CH3:15])=[O:12])([O:13][C:14]([CH3:17])([CH3:16])[CH3:15])=[O:12].C(N(CC)CC)C. (2) Given the product [NH2:13][C:2]1[N:3]=[N:4][C:5]([Cl:12])=[CH:6][C:7]=1[C:8]([NH:10][CH3:11])=[O:9].[NH2:13][C:5]1[N:4]=[N:3][C:2]([Cl:1])=[C:7]([C:8]([NH:10][CH3:11])=[O:9])[CH:6]=1, predict the reactants needed to synthesize it. The reactants are: [Cl:1][C:2]1[N:3]=[N:4][C:5]([Cl:12])=[CH:6][C:7]=1[C:8]([NH:10][CH3:11])=[O:9].[NH4+:13].[OH-]. (3) The reactants are: N.C1N=CN([C:7](N2C=NC=C2)=[O:8])C=1.CN(C(ON1N=NC2C=CC=NC1=2)=[N+](C)C)C.F[P-](F)(F)(F)(F)F.C(OC(Cl)=O)C(C)C.B1(B2OC(C)(C)C(C)(C)O2)OC(C)(C)C(C)(C)O1.[F:64][C:65]([CH3:72])([CH3:71])[CH2:66][C@@H:67]([CH2:69][OH:70])[NH2:68].CC(=C)C[C@H]1COC(=O)N1. Given the product [F:64][C:65]([CH3:72])([CH3:71])[CH2:66][C@H:67]1[CH2:69][O:70][C:7](=[O:8])[NH:68]1, predict the reactants needed to synthesize it. (4) The reactants are: [C:1](#[N:10])[CH:2]=[CH:3][C:4]1[CH:9]=[CH:8][CH:7]=[CH:6][CH:5]=1.C(=O)([S:13][CH2:14][CH2:15][C:16]([N:18]([CH3:20])[CH3:19])=[O:17])C.C1CCN2C(=NCCC2)CC1. Given the product [C:1]([CH2:2][CH:3]([S:13][CH2:14][CH2:15][C:16]([N:18]([CH3:20])[CH3:19])=[O:17])[C:4]1[CH:9]=[CH:8][CH:7]=[CH:6][CH:5]=1)#[N:10], predict the reactants needed to synthesize it. (5) The reactants are: Cl.[CH3:2][NH:3][O:4][CH3:5].C[Al](C)C.[N:10]1([CH:16]([C:21]2[CH:26]=[CH:25][CH:24]=[CH:23][CH:22]=2)[C:17]([O:19]C)=O)[CH2:15][CH2:14][O:13][CH2:12][CH2:11]1.Cl. Given the product [CH3:5][O:4][N:3]([CH3:2])[C:17](=[O:19])[CH:16]([N:10]1[CH2:11][CH2:12][O:13][CH2:14][CH2:15]1)[C:21]1[CH:26]=[CH:25][CH:24]=[CH:23][CH:22]=1, predict the reactants needed to synthesize it. (6) Given the product [C:29]([NH:1][C@@H:2]1[CH2:7][CH2:6][CH2:5][C@H:4]([C:8]2[CH:16]=[CH:15][C:14]([C:17]([NH2:19])=[O:18])=[C:13]3[C:9]=2[CH:10]=[CH:11][NH:12]3)[CH2:3]1)(=[O:32])[CH:30]=[CH2:31], predict the reactants needed to synthesize it. The reactants are: [NH2:1][CH:2]1[CH2:7][CH2:6][CH2:5][CH:4]([C:8]2[CH:16]=[CH:15][C:14]([C:17]([NH2:19])=[O:18])=[C:13]3[C:9]=2[CH:10]=[CH:11][NH:12]3)[CH2:3]1.CCN(C(C)C)C(C)C.[C:29](Cl)(=[O:32])[CH:30]=[CH2:31]. (7) Given the product [F:41][C:42]1[C:43]([CH2:50][O:7][C:5]2[NH:4][N:3]=[C:2]([NH2:1])[CH:6]=2)=[CH:44][C:45]([O:48][CH3:49])=[N:46][CH:47]=1, predict the reactants needed to synthesize it. The reactants are: [NH2:1][C:2]1[CH:6]=[C:5]([OH:7])[NH:4][N:3]=1.C1(P(C2C=CC=CC=2)C2C=CC=CC=2)C=CC=CC=1.CC(OC(/N=N/C(OC(C)C)=O)=O)C.[F:41][C:42]1[C:43]([CH2:50]O)=[CH:44][C:45]([O:48][CH3:49])=[N:46][CH:47]=1. (8) Given the product [Br:1][C:2]1[CH:36]=[C:37]([CH2:40][O:14][CH2:15][C:16]2([C:29]3[CH:34]=[CH:33][CH:32]=[CH:31][CH:30]=3)[CH2:21][CH2:20][N:19]([C:22]([O:24][C:25]([CH3:28])([CH3:27])[CH3:26])=[O:23])[CH2:18][CH2:17]2)[CH:38]=[N:4][CH:3]=1, predict the reactants needed to synthesize it. The reactants are: [Br:1][CH2:2][C:3]1C=C(C(F)(F)F)C=C(Cl)[N:4]=1.[OH:14][CH2:15][C:16]1([C:29]2[CH:34]=[CH:33][C:32](F)=[CH:31][CH:30]=2)[CH2:21][CH2:20][N:19]([C:22]([O:24][C:25]([CH3:28])([CH3:27])[CH3:26])=[O:23])[CH2:18][CH2:17]1.[CH3:36][C:37]([CH3:40])([O-])[CH3:38].[K+].